From a dataset of Forward reaction prediction with 1.9M reactions from USPTO patents (1976-2016). Predict the product of the given reaction. (1) Given the reactants [CH2:1]([O:8][C:9]1[C:13]([CH2:14][CH2:15][CH2:16][OH:17])=[CH:12][N:11]([C:18]2[CH:23]=[CH:22][C:21]([C:24]([F:27])([F:26])[F:25])=[CH:20][N:19]=2)[N:10]=1)[C:2]1[CH:7]=[CH:6][CH:5]=[CH:4][CH:3]=1.O[C:29]1[CH:33]=[C:32]([CH2:34][CH2:35][C:36]([O:38]CC)=[O:37])[N:31]([C:41]2[CH:46]=[CH:45][CH:44]=[CH:43][CH:42]=2)[N:30]=1.C(P(CCCC)CCCC)CCC.N(C(N1CCCCC1)=O)=NC(N1CCCCC1)=O, predict the reaction product. The product is: [CH2:1]([O:8][C:9]1[C:13]([CH2:14][CH2:15][CH2:16][O:17][C:29]2[CH:33]=[C:32]([CH2:34][CH2:35][C:36]([OH:38])=[O:37])[N:31]([C:41]3[CH:46]=[CH:45][CH:44]=[CH:43][CH:42]=3)[N:30]=2)=[CH:12][N:11]([C:18]2[CH:23]=[CH:22][C:21]([C:24]([F:26])([F:25])[F:27])=[CH:20][N:19]=2)[N:10]=1)[C:2]1[CH:7]=[CH:6][CH:5]=[CH:4][CH:3]=1. (2) Given the reactants [OH:1][C:2]1[CH:3]=[C:4]2[C:9](=[CH:10][CH:11]=1)[CH:8]=[C:7]([CH2:12][NH:13][C:14]13[CH2:21][CH2:20][C:17]([C:22]([O:24][CH3:25])=[O:23])([CH2:18][CH2:19]1)[CH2:16][CH2:15]3)[CH:6]=[CH:5]2.Br[CH2:27][CH2:28][CH2:29][CH2:30][CH2:31][CH2:32][CH3:33].C([O-])([O-])=O.[K+].[K+], predict the reaction product. The product is: [CH2:27]([O:1][C:2]1[CH:3]=[C:4]2[C:9](=[CH:10][CH:11]=1)[CH:8]=[C:7]([CH2:12][NH:13][C:14]13[CH2:21][CH2:20][C:17]([C:22]([O:24][CH3:25])=[O:23])([CH2:16][CH2:15]1)[CH2:18][CH2:19]3)[CH:6]=[CH:5]2)[CH2:28][CH2:29][CH2:30][CH2:31][CH2:32][CH3:33]. (3) Given the reactants [NH:1]1[CH:5]=[CH:4][N:3]=[C:2]1[CH:6]=[O:7].[CH2:8](Br)[CH:9]=[CH2:10].C(N(C(C)C)CC)(C)C, predict the reaction product. The product is: [CH2:10]([N:1]1[CH:5]=[CH:4][N:3]=[C:2]1[CH:6]=[O:7])[CH:9]=[CH2:8]. (4) Given the reactants C(OC([NH:8][CH2:9][CH2:10][CH2:11][C@@H:12]([CH2:16][C:17]1[N:18]=[CH:19][N:20]2[C:29]3[C:24](=[CH:25][C:26](CCC4CCCCC4)=[CH:27][CH:28]=3)[CH2:23][CH2:22][C:21]=12)[C:13]([OH:15])=[O:14])=O)(C)(C)C.[ClH:38], predict the reaction product. The product is: [ClH:38].[ClH:38].[NH2:8][CH2:9][CH2:10][CH2:11][C@@H:12]([CH2:16][C:17]1[N:18]=[CH:19][N:20]2[C:29]3[C:24](=[CH:25][C:26]([CH:24]4[CH2:29][CH2:28][CH2:27][CH2:26][CH2:25]4)=[CH:27][CH:28]=3)[CH2:23][CH2:22][C:21]=12)[C:13]([OH:15])=[O:14]. (5) The product is: [C:1]([O:9][C:10]1([CH2:23][C:24]2[CH:25]=[CH:26][C:27]([O:32][CH3:33])=[C:28]([O:30][CH3:31])[CH:29]=2)[C:18]2[C:13](=[CH:14][CH:15]=[CH:16][CH:17]=2)[N:12]([CH2:20][CH2:21][CH:37]([CH3:38])[CH3:36])[C:11]1=[O:22])(=[O:8])[C:2]1[CH:3]=[CH:4][CH:5]=[CH:6][CH:7]=1. Given the reactants [C:1]([O:9][C:10]1([CH2:23][C:24]2[CH:29]=[C:28]([O:30][CH3:31])[C:27]([O:32][CH3:33])=[C:26](OC)[CH:25]=2)[C:18]2[C:13](=[CH:14][CH:15]=[C:16](C)[CH:17]=2)[N:12]([CH2:20][CH3:21])[C:11]1=[O:22])(=[O:8])[C:2]1[CH:7]=[CH:6][CH:5]=[CH:4][CH:3]=1.[C:36](OC1C2C(=CC=CC=2)N(CCC(C)C)C1=O)(=O)[C:37]1C=CC=C[CH:38]=1.BrCC1C=CC(OC)=C(OC)C=1, predict the reaction product. (6) Given the reactants C1(COC([NH:11][CH2:12][C:13]2[N:17]([CH:18]3[CH2:23][CH2:22][N:21]([C:24]([O:26][C:27]([CH3:30])([CH3:29])[CH3:28])=[O:25])[CH2:20][CH2:19]3)[C:16]3[CH:31]=[CH:32][CH:33]=[CH:34][C:15]=3[N:14]=2)=O)C=CC=CC=1, predict the reaction product. The product is: [NH2:11][CH2:12][C:13]1[N:17]([CH:18]2[CH2:23][CH2:22][N:21]([C:24]([O:26][C:27]([CH3:30])([CH3:28])[CH3:29])=[O:25])[CH2:20][CH2:19]2)[C:16]2[CH:31]=[CH:32][CH:33]=[CH:34][C:15]=2[N:14]=1. (7) Given the reactants [H-].[Na+].[C:3]([Si:7]([CH3:23])([CH3:22])[O:8][C:9]1[CH:19]=[CH:18][C:12]([O:13][CH2:14][CH:15]([OH:17])[CH3:16])=[CH:11][C:10]=1[O:20][CH3:21])([CH3:6])([CH3:5])[CH3:4].[CH2:24]([N:32]=[C:33]=[S:34])[CH2:25][C:26]1[CH:31]=[CH:30][CH:29]=[CH:28][CH:27]=1, predict the reaction product. The product is: [C:3]([Si:7]([CH3:23])([CH3:22])[O:8][C:9]1[CH:19]=[CH:18][C:12]([O:13][CH2:14][CH:15]([O:17][C:33](=[S:34])[NH:32][CH2:24][CH2:25][C:26]2[CH:31]=[CH:30][CH:29]=[CH:28][CH:27]=2)[CH3:16])=[CH:11][C:10]=1[O:20][CH3:21])([CH3:6])([CH3:5])[CH3:4].